Dataset: Catalyst prediction with 721,799 reactions and 888 catalyst types from USPTO. Task: Predict which catalyst facilitates the given reaction. Reactant: C1(C(C2C=CC=CC=2)[N:8]2[CH2:11][C:10]([N:13]3[CH2:18][CH2:17][O:16][CH2:15][CH2:14]3)([CH3:12])[CH2:9]2)C=CC=CC=1.[ClH:25]. Product: [ClH:25].[ClH:25].[CH3:12][C:10]1([N:13]2[CH2:18][CH2:17][O:16][CH2:15][CH2:14]2)[CH2:9][NH:8][CH2:11]1. The catalyst class is: 261.